This data is from Peptide-MHC class I binding affinity with 185,985 pairs from IEDB/IMGT. The task is: Regression. Given a peptide amino acid sequence and an MHC pseudo amino acid sequence, predict their binding affinity value. This is MHC class I binding data. (1) The peptide sequence is FLRDNRAVL. The MHC is HLA-B07:02 with pseudo-sequence HLA-B07:02. The binding affinity (normalized) is 0.738. (2) The peptide sequence is EEIEYTIL. The MHC is H-2-Db with pseudo-sequence H-2-Db. The binding affinity (normalized) is 0.181. (3) The peptide sequence is KIFKVTGEF. The MHC is HLA-A02:01 with pseudo-sequence HLA-A02:01. The binding affinity (normalized) is 0.0847. (4) The peptide sequence is FQESFYEDI. The MHC is HLA-A26:01 with pseudo-sequence HLA-A26:01. The binding affinity (normalized) is 0. (5) The peptide sequence is KYYLAYTSY. The MHC is HLA-B58:01 with pseudo-sequence HLA-B58:01. The binding affinity (normalized) is 0.0847. (6) The peptide sequence is VPRENATAF. The MHC is HLA-B48:01 with pseudo-sequence HLA-B48:01. The binding affinity (normalized) is 0.0847.